From a dataset of Forward reaction prediction with 1.9M reactions from USPTO patents (1976-2016). Predict the product of the given reaction. (1) Given the reactants [Na].[C:2]([O:10][CH2:11][CH3:12])(=[O:9])[CH2:3][C:4]([O:6][CH2:7][CH3:8])=[O:5].[Cl:13][C:14]1[CH:15]=[C:16]2[C:25](=[CH:26][CH:27]=1)[C:24](Cl)=[C:23]1[C:18]([CH:19]=[CH:20][C:21]([O:29][CH3:30])=[CH:22]1)=[N:17]2.C1(C)C=CC=CC=1, predict the reaction product. The product is: [Cl:13][C:14]1[CH:15]=[C:16]2[C:25](=[CH:26][CH:27]=1)[C:24]([CH:3]([C:4]([O:6][CH2:7][CH3:8])=[O:5])[C:2]([O:10][CH2:11][CH3:12])=[O:9])=[C:23]1[C:18]([CH:19]=[CH:20][C:21]([O:29][CH3:30])=[CH:22]1)=[N:17]2. (2) Given the reactants [SH:1][C:2]1[CH:7]=[CH:6][CH:5]=[CH:4][C:3]=1[CH2:8][C:9]([OH:11])=[O:10].[CH3:12][S:13](=S)(OC)=O, predict the reaction product. The product is: [CH3:12][S:13][S:1][C:2]1[CH:7]=[CH:6][CH:5]=[CH:4][C:3]=1[CH2:8][C:9]([OH:11])=[O:10]. (3) Given the reactants CO[C:3](=[O:15])[C:4]([CH3:14])([CH3:13])[CH2:5][O:6][CH:7]1[CH2:12][CH2:11][CH2:10][CH2:9][O:8]1.[C:16](#[N:18])[CH3:17].[H-].[Na+], predict the reaction product. The product is: [CH3:14][C:4]([CH3:13])([CH2:5][O:6][CH:7]1[CH2:12][CH2:11][CH2:10][CH2:9][O:8]1)[C:3](=[O:15])[CH2:17][C:16]#[N:18]. (4) Given the reactants C(OC[C:10]1[CH:15]=[CH:14][CH:13]=[CH:12][CH:11]=1)[C:10]1[CH:15]=[CH:14][CH:13]=[CH:12][CH:11]=1.Cl.[CH3:17][OH:18], predict the reaction product. The product is: [C:17]1([O:18][C:10]2[CH:11]=[CH:12][CH:13]=[CH:14][CH:15]=2)[CH:14]=[CH:15][CH:10]=[CH:11][CH:12]=1. (5) The product is: [CH2:67]([O:66][C:64]([CH2:63][C:59]1[CH:58]=[C:57]([CH:62]=[CH:61][CH:60]=1)[O:15][CH2:16][C:17]1[CH:18]=[CH:19][C:20]([CH:23]2[CH2:28][CH2:27][N:26]([C:29]([O:31][CH2:32][C:33]3[CH:34]=[CH:35][CH:36]=[CH:37][CH:38]=3)=[O:30])[CH2:25][CH:24]2[O:39][CH2:40][C:41]2[CH:42]=[CH:43][C:44]3[O:49][CH2:48][CH2:47][N:46]([CH2:50][CH2:51][CH2:52][O:53][CH3:54])[C:45]=3[CH:55]=2)=[CH:21][CH:22]=1)=[O:65])[CH3:68]. Given the reactants N(C(OC(C)C)=O)=NC(OC(C)C)=O.[OH:15][CH2:16][C:17]1[CH:22]=[CH:21][C:20]([CH:23]2[CH2:28][CH2:27][N:26]([C:29]([O:31][CH2:32][C:33]3[CH:38]=[CH:37][CH:36]=[CH:35][CH:34]=3)=[O:30])[CH2:25][CH:24]2[O:39][CH2:40][C:41]2[CH:42]=[CH:43][C:44]3[O:49][CH2:48][CH2:47][N:46]([CH2:50][CH2:51][CH2:52][O:53][CH3:54])[C:45]=3[CH:55]=2)=[CH:19][CH:18]=1.O[C:57]1[CH:58]=[C:59]([CH2:63][C:64]([O:66][CH2:67][CH3:68])=[O:65])[CH:60]=[CH:61][CH:62]=1.C1(P(C2C=CC=CC=2)C2C=CC=CC=2)C=CC=CC=1, predict the reaction product. (6) Given the reactants [CH3:1][O:2][C:3]1[C:11]2[CH2:10][O:9][C:8](=[O:12])[C:7]=2[CH:6]=[CH:5][C:4]=1[CH:13]=[CH2:14].ClC1C=C(C=CC=1)C(OO)=[O:20], predict the reaction product. The product is: [CH3:1][O:2][C:3]1[C:11]2[CH2:10][O:9][C:8](=[O:12])[C:7]=2[CH:6]=[CH:5][C:4]=1[CH:13]1[CH2:14][O:20]1.